Dataset: Full USPTO retrosynthesis dataset with 1.9M reactions from patents (1976-2016). Task: Predict the reactants needed to synthesize the given product. (1) The reactants are: [CH3:1][O:2][C:3](=[O:18])[C@:4]([N:15]=[C:16]=[O:17])([CH3:14])[CH2:5][O:6][Si:7]([C:10]([CH3:13])([CH3:12])[CH3:11])([CH3:9])[CH3:8].[N+:19](=[C:21]1[N:25]=[CH:24][N:23]=[C:22]1[C:26]([NH2:28])=[O:27])=[N-:20]. Given the product [CH3:1][O:2][C:3](=[O:18])[C@:4]([N:15]1[C:16](=[O:17])[N:25]2[CH:24]=[N:23][C:22]([C:26](=[O:27])[NH2:28])=[C:21]2[N:19]=[N:20]1)([CH3:14])[CH2:5][O:6][Si:7]([C:10]([CH3:11])([CH3:12])[CH3:13])([CH3:9])[CH3:8], predict the reactants needed to synthesize it. (2) The reactants are: C([C:3]1[NH:4][C:5]2[C:10]([CH:11]=1)=[CH:9][CH:8]=[CH:7][CH:6]=2)#N.[H-].[Na+].Br[CH2:15][CH2:16][CH2:17][CH2:18][CH2:19][C:20]([O:22][CH2:23][CH3:24])=[O:21].O.[CH3:26][N:27](C)C=O. Given the product [C:26]([C:8]1[CH:9]=[C:10]2[C:5](=[CH:6][CH:7]=1)[N:4]([CH2:15][CH2:16][CH2:17][CH2:18][CH2:19][C:20]([O:22][CH2:23][CH3:24])=[O:21])[CH:3]=[CH:11]2)#[N:27], predict the reactants needed to synthesize it. (3) Given the product [Br:1][C:2]1[CH:3]=[C:4]([NH:10][C:11]2[CH:16]=[CH:15][C:14]([C:17]3[CH2:18][CH2:19][N:20]([CH:25]4[CH2:26][O:23][CH2:24]4)[CH2:21][CH:22]=3)=[CH:13][N:12]=2)[C:5](=[O:9])[N:6]([CH3:8])[CH:7]=1, predict the reactants needed to synthesize it. The reactants are: [Br:1][C:2]1[CH:3]=[C:4]([NH:10][C:11]2[CH:16]=[CH:15][C:14]([C:17]3[CH2:18][CH2:19][NH:20][CH2:21][CH:22]=3)=[CH:13][N:12]=2)[C:5](=[O:9])[N:6]([CH3:8])[CH:7]=1.[O:23]1[CH2:26][C:25](=O)[CH2:24]1.[BH3-]C#N.[Na+].C(OCC)C. (4) Given the product [CH2:1]([N:8]1[CH2:9][CH2:10][O:11][CH:12]([C:14]2[CH:19]=[CH:18][C:17]([OH:20])=[CH:16][C:15]=2[C:21]([F:24])([F:22])[F:23])[CH2:13]1)[C:2]1[CH:3]=[CH:4][CH:5]=[CH:6][CH:7]=1, predict the reactants needed to synthesize it. The reactants are: [CH2:1]([N:8]1[CH2:13][CH:12]([C:14]2[CH:19]=[CH:18][C:17]([OH:20])=[CH:16][C:15]=2[C:21]([F:24])([F:23])[F:22])[O:11][CH2:10][C:9]1=O)[C:2]1[CH:7]=[CH:6][CH:5]=[CH:4][CH:3]=1.B.C1COCC1.Cl.